The task is: Predict the reactants needed to synthesize the given product.. This data is from Full USPTO retrosynthesis dataset with 1.9M reactions from patents (1976-2016). (1) Given the product [F:1][C:2]1[C:7]([F:8])=[CH:6][C:5]([C:9]2[CH:10]=[CH:11][C:12]([O:15][CH2:16][C:17]3[C:34]4[O:24][N:23]=[C:22]([N:25]([CH2:30][C:31]([OH:33])=[O:32])[CH3:26])[C:21]=4[CH:20]=[CH:19][CH:18]=3)=[CH:13][CH:14]=2)=[C:4]([O:35][CH3:36])[CH:3]=1, predict the reactants needed to synthesize it. The reactants are: [F:1][C:2]1[C:7]([F:8])=[CH:6][C:5]([C:9]2[CH:14]=[CH:13][C:12]([O:15][CH2:16][C:17]3[CH:18]=[CH:19][C:20]4[O:24][N:23]=[C:22]([N:25]([CH2:30][C:31]([OH:33])=[O:32])[CH2:26]COC)[C:21]=4[CH:34]=3)=[CH:11][CH:10]=2)=[C:4]([O:35][CH3:36])[CH:3]=1.C(OC(=O)CN(C1C2C=CC=C(COC3C=CC(C4C=C(F)C(F)=CC=4OC)=CC=3)C=2ON=1)C)C. (2) Given the product [CH3:1][C:2]1[CH:3]=[C:4]2[C:13](=[CH:14][C:15]=1[CH:16]([OH:18])[CH3:17])[C:12]1[N:8]([CH:9]=[C:10]([C:19]3[N:23]([CH:24]([CH3:26])[CH3:25])[N:22]=[C:21]([CH3:27])[N:20]=3)[N:11]=1)[CH2:7][CH2:6][O:5]2, predict the reactants needed to synthesize it. The reactants are: [CH3:1][C:2]1[CH:3]=[C:4]2[C:13](=[CH:14][C:15]=1[C:16](=[O:18])[CH3:17])[C:12]1[N:8]([CH:9]=[C:10]([C:19]3[N:23]([CH:24]([CH3:26])[CH3:25])[N:22]=[C:21]([CH3:27])[N:20]=3)[N:11]=1)[CH2:7][CH2:6][O:5]2.[BH4-].[Na+].O. (3) Given the product [CH:33]1([CH2:38][C:39]([N:28]2[CH2:27][CH2:26][C:25]3[C:30](=[CH:31][C:22]([C:20]4[CH:21]=[C:16]([N:13]5[CH2:12][CH2:11][N:10]([CH3:9])[CH2:15][CH2:14]5)[N:17]=[C:18]([NH2:32])[N:19]=4)=[CH:23][CH:24]=3)[CH2:29]2)=[O:40])[CH2:37][CH2:36][CH2:35][CH2:34]1, predict the reactants needed to synthesize it. The reactants are: C(N(CC)CC)C.Cl.[CH3:9][N:10]1[CH2:15][CH2:14][N:13]([C:16]2[CH:21]=[C:20]([C:22]3[CH:31]=[C:30]4[C:25]([CH2:26][CH2:27][NH:28][CH2:29]4)=[CH:24][CH:23]=3)[N:19]=[C:18]([NH2:32])[N:17]=2)[CH2:12][CH2:11]1.[CH:33]1([CH2:38][C:39](O)=[O:40])[CH2:37][CH2:36][CH2:35][CH2:34]1.F[P-](F)(F)(F)(F)F.N1(O[P+](N(C)C)(N(C)C)N(C)C)C2C=CC=CC=2N=N1. (4) The reactants are: [F:1][C:2]1[CH:3]=[C:4]2C(=[CH:9][CH:10]=1)NC(=O)[C:5]2=[N:12][N:13]=CC1(C)CC(C)(C(O)=O)CN1.Cl.C(N=C=NCCCN(C)C)C.[OH:37][C:38]1C2N=NNC=2[CH:41]=[CH:40][CH:39]=1.C([N:49]([CH2:52][CH3:53])[CH2:50][CH3:51])C.[NH2:54][C:55]1[CH:60]=[CH:59][CH:58]=[CH:57][C:56]=1[NH:61][C:62](=[O:77])[C:63]1[CH:68]=[CH:67][C:66]([NH:69][CH2:70][CH2:71][CH2:72][CH2:73][CH2:74][CH2:75][NH2:76])=[N:65][CH:64]=1.[CH3:78][N:79]([CH:81]=[O:82])C. Given the product [NH2:54][C:55]1[CH:60]=[CH:59][CH:58]=[CH:57][C:56]=1[NH:61][C:62](=[O:77])[C:63]1[CH:68]=[CH:67][C:66]([NH:69][CH2:70][CH2:71][CH2:72][CH2:73][CH2:74][CH2:75][NH:76][C:38]([C:39]2[C:40]([CH3:41])=[C:52]([CH:53]=[N:13][N:12]=[C:5]3[C:4]4[C:78](=[CH:9][CH:10]=[C:2]([F:1])[CH:3]=4)[NH:79][C:81]3=[O:82])[NH:49][C:50]=2[CH3:51])=[O:37])=[N:65][CH:64]=1, predict the reactants needed to synthesize it. (5) Given the product [CH:14]12[CH2:15][CH:16]3[CH2:17][CH:18]([CH2:19][CH:20]([CH2:21]3)[CH:13]1[N:12]1[CH:4]=[C:5]([CH:6]([CH3:7])[CH3:8])[N:9]([CH:23]3[CH2:24][CH2:25]3)[C:10]1=[O:11])[CH2:22]2, predict the reactants needed to synthesize it. The reactants are: C(O[C:4](=O)[CH:5]([N:9]([CH:23]1[CH2:25][CH2:24]1)[C:10]([NH:12][CH:13]1[CH:20]2[CH2:21][CH:16]3[CH2:17][CH:18]([CH2:22][CH:14]1[CH2:15]3)[CH2:19]2)=[O:11])[CH:6]([CH3:8])[CH3:7])C.[BH4-].[Na+].